This data is from Reaction yield outcomes from USPTO patents with 853,638 reactions. The task is: Predict the reaction yield, written as a fraction of the theoretical maximum amount of product (1.0 means a 100% yield; for example, 0.34 means a 34% yield). (1) The yield is 0.370. The reactants are Cl.[F:2][CH2:3][C:4]1([OH:10])[CH2:9][CH2:8][NH:7][CH2:6][CH2:5]1.CCN(C(C)C)C(C)C.[C:20](Cl)([Cl:22])=[O:21]. The catalyst is ClCCl. The product is [F:2][CH2:3][C:4]1([OH:10])[CH2:9][CH2:8][N:7]([C:20]([Cl:22])=[O:21])[CH2:6][CH2:5]1. (2) The reactants are C(Cl)(=O)C([Cl:4])=O.[N:7]1([C:12]2[CH:17]=[CH:16][C:15]([S:18]([OH:21])(=O)=[O:19])=[CH:14][CH:13]=2)[CH2:11][CH2:10][CH2:9][CH2:8]1.CN(C)C=O. The catalyst is ClCCl. The product is [N:7]1([C:12]2[CH:17]=[CH:16][C:15]([S:18]([Cl:4])(=[O:21])=[O:19])=[CH:14][CH:13]=2)[CH2:11][CH2:10][CH2:9][CH2:8]1. The yield is 0.190.